Dataset: Full USPTO retrosynthesis dataset with 1.9M reactions from patents (1976-2016). Task: Predict the reactants needed to synthesize the given product. (1) Given the product [CH2:26]([C@H:33]1[CH2:37][O:36][C:35](=[O:38])[N:34]1[C:20](=[O:21])[CH2:19][CH2:18][C:5]1[C:4]([CH:1]2[CH2:2][CH2:3]2)=[C:8]([CH:9]2[CH2:12][CH:11]([CH2:13][C:14]([CH3:16])([CH3:15])[CH3:17])[CH2:10]2)[O:7][N:6]=1)[C:27]1[CH:28]=[CH:29][CH:30]=[CH:31][CH:32]=1, predict the reactants needed to synthesize it. The reactants are: [CH:1]1([C:4]2[C:5]([CH2:18][CH2:19][C:20](O)=[O:21])=[N:6][O:7][C:8]=2[CH:9]2[CH2:12][CH:11]([CH2:13][C:14]([CH3:17])([CH3:16])[CH3:15])[CH2:10]2)[CH2:3][CH2:2]1.C(#N)C.[CH2:26]([C@H:33]1[CH2:37][O:36][C:35](=[O:38])[NH:34]1)[C:27]1[CH:32]=[CH:31][CH:30]=[CH:29][CH:28]=1.CCN=C=NCCCN(C)C.Cl. (2) Given the product [Br:1][C:2]1[CH:3]=[CH:4][C:5]([S:8]([N:11]([CH2:23][C:22]2[CH:25]=[CH:26][C:19]([F:18])=[CH:20][CH:21]=2)[CH2:12][CH:13]([CH3:15])[CH3:14])(=[O:10])=[O:9])=[CH:6][CH:7]=1, predict the reactants needed to synthesize it. The reactants are: [Br:1][C:2]1[CH:7]=[CH:6][C:5]([S:8]([NH:11][CH2:12][CH:13]([CH3:15])[CH3:14])(=[O:10])=[O:9])=[CH:4][CH:3]=1.[H-].[Na+].[F:18][C:19]1[CH:26]=[CH:25][C:22]([CH2:23]Br)=[CH:21][CH:20]=1.O. (3) Given the product [CH3:19][O:20][CH2:21][C:22]1[N:12]([CH:13]2[CH2:18][CH2:17][O:16][CH2:15][CH2:14]2)[C:3]2[CH:4]=[CH:5][C:6]([C:8]([F:10])([F:11])[F:9])=[CH:7][C:2]=2[N:1]=1, predict the reactants needed to synthesize it. The reactants are: [NH2:1][C:2]1[CH:7]=[C:6]([C:8]([F:11])([F:10])[F:9])[CH:5]=[CH:4][C:3]=1[NH:12][CH:13]1[CH2:18][CH2:17][O:16][CH2:15][CH2:14]1.[CH3:19][O:20][CH2:21][C:22](Cl)=O. (4) Given the product [N:18]1([C:2]2[N:7]=[C:6]([CH:8]3[CH2:10][CH2:9]3)[N:5]=[C:4]([NH:11][CH:12]3[CH2:14][CH2:13]3)[C:3]=2[N+:15]([O-:17])=[O:16])[CH2:24][CH2:23][CH2:22][CH2:21][CH2:20][CH2:19]1, predict the reactants needed to synthesize it. The reactants are: Cl[C:2]1[N:7]=[C:6]([CH:8]2[CH2:10][CH2:9]2)[N:5]=[C:4]([NH:11][CH:12]2[CH2:14][CH2:13]2)[C:3]=1[N+:15]([O-:17])=[O:16].[NH:18]1[CH2:24][CH2:23][CH2:22][CH2:21][CH2:20][CH2:19]1. (5) Given the product [F:27][CH2:28][CH:29]([CH2:30][F:31])[O:32][C:6]1[CH:7]=[C:8]([O:10][C:17]2[CH:22]=[N:21][C:20]([S:23]([CH3:26])(=[O:25])=[O:24])=[CH:19][CH:18]=2)[CH:9]=[C:4]([CH:5]=1)[C:3]([NH:33][C:34]1[S:38][N:37]=[C:36]([CH3:39])[N:35]=1)=[O:15], predict the reactants needed to synthesize it. The reactants are: CO[C:3](=[O:15])[C:4]1[CH:9]=[C:8]([OH:10])[CH:7]=[C:6](OCOC)[CH:5]=1.Br[C:17]1[CH:18]=[CH:19][C:20]([S:23]([CH3:26])(=[O:25])=[O:24])=[N:21][CH:22]=1.[F:27][CH2:28][CH:29]([OH:32])[CH2:30][F:31].[NH2:33][C:34]1[S:38][N:37]=[C:36]([CH3:39])[N:35]=1. (6) Given the product [CH2:10]([O:1][C:2]1[CH:3]=[C:4]([C:8]#[CH:9])[CH:5]=[CH:6][CH:7]=1)[C:11]1[CH:16]=[CH:15][CH:14]=[CH:13][CH:12]=1, predict the reactants needed to synthesize it. The reactants are: [OH:1][C:2]1[CH:3]=[C:4]([C:8]#[CH:9])[CH:5]=[CH:6][CH:7]=1.[CH2:10](Br)[C:11]1[CH:16]=[CH:15][CH:14]=[CH:13][CH:12]=1.C([O-])([O-])=O.[K+].[K+]. (7) Given the product [Cl:28][C:29]1[CH:34]=[CH:33][C:32]([C:2]2[C:3]([O:22][CH2:23][C:24]([F:25])([F:26])[F:27])=[N:4][C:5]([C:18]([F:21])([F:20])[F:19])=[C:6]([CH:17]=2)[C:7]([NH:9][CH2:10][C:11]([CH:14]2[CH2:16][CH2:15]2)([OH:13])[CH3:12])=[O:8])=[CH:31][CH:30]=1, predict the reactants needed to synthesize it. The reactants are: Br[C:2]1[C:3]([O:22][CH2:23][C:24]([F:27])([F:26])[F:25])=[N:4][C:5]([C:18]([F:21])([F:20])[F:19])=[C:6]([CH:17]=1)[C:7]([NH:9][CH2:10][C:11]([CH:14]1[CH2:16][CH2:15]1)([OH:13])[CH3:12])=[O:8].[Cl:28][C:29]1[CH:34]=[CH:33][C:32](B(O)O)=[CH:31][CH:30]=1.C(=O)([O-])[O-].[Na+].[Na+].O. (8) Given the product [CH2:1]([O:8][C:9]1[CH:14]=[CH:13][C:12]([CH2:15][CH2:16][CH:17]([CH2:31]/[CH:32]=[CH:33]/[C:34]2[CH:39]=[CH:38][CH:37]=[CH:36][CH:35]=2)[C:18]([O:20][CH3:21])=[O:19])=[CH:11][CH:10]=1)[C:2]1[CH:3]=[CH:4][CH:5]=[CH:6][CH:7]=1, predict the reactants needed to synthesize it. The reactants are: [CH2:1]([O:8][C:9]1[CH:14]=[CH:13][C:12]([CH2:15][CH2:16][CH2:17][C:18]([O:20][CH3:21])=[O:19])=[CH:11][CH:10]=1)[C:2]1[CH:7]=[CH:6][CH:5]=[CH:4][CH:3]=1.[Li+].CC([N-]C(C)C)C.Br[CH2:31]/[CH:32]=[CH:33]/[C:34]1[CH:39]=[CH:38][CH:37]=[CH:36][CH:35]=1.Cl.